Task: Predict the reaction yield, written as a fraction of the theoretical maximum amount of product (1.0 means a 100% yield; for example, 0.34 means a 34% yield).. Dataset: Reaction yield outcomes from USPTO patents with 853,638 reactions (1) The reactants are [Br:1][C:2]1[CH:18]=[C:17](/[CH:19]=[CH:20]/[CH:21]([C:26]2[CH:31]=[C:30]([Cl:32])[C:29]([Cl:33])=[C:28]([Cl:34])[CH:27]=2)[C:22]([F:25])([F:24])[F:23])[CH:16]=[CH:15][C:3]=1[C:4]([NH:6][CH2:7][C:8]([O:10]C(C)(C)C)=[O:9])=[O:5].C(O)(C(F)(F)F)=O. The catalyst is C(Cl)Cl. The product is [Br:1][C:2]1[CH:18]=[C:17](/[CH:19]=[CH:20]/[CH:21]([C:26]2[CH:31]=[C:30]([Cl:32])[C:29]([Cl:33])=[C:28]([Cl:34])[CH:27]=2)[C:22]([F:24])([F:25])[F:23])[CH:16]=[CH:15][C:3]=1[C:4]([NH:6][CH2:7][C:8]([OH:10])=[O:9])=[O:5]. The yield is 0.780. (2) The reactants are [C:1]([O:5][C:6](=[O:31])[CH2:7][CH2:8][CH2:9][NH:10][CH2:11][CH2:12][N:13]1[C:22]2[C:17]([C:18](=[O:24])[NH:19][C:20](=[O:23])[N:21]=2)=[N:16][C:15]2[CH:25]=[C:26]([CH3:30])[C:27]([CH3:29])=[CH:28][C:14]1=2)([CH3:4])([CH3:3])[CH3:2].[Cl:32][C:33]1[CH:40]=[CH:39][C:36]([CH:37]=O)=[CH:35][CH:34]=1.C([BH3-])#N.[Na+]. The catalyst is CO.C(O)(=O)C. The product is [C:1]([O:5][C:6](=[O:31])[CH2:7][CH2:8][CH2:9][N:10]([CH2:37][C:36]1[CH:39]=[CH:40][C:33]([Cl:32])=[CH:34][CH:35]=1)[CH2:11][CH2:12][N:13]1[C:22]2[C:17]([C:18](=[O:24])[NH:19][C:20](=[O:23])[N:21]=2)=[N:16][C:15]2[CH:25]=[C:26]([CH3:30])[C:27]([CH3:29])=[CH:28][C:14]1=2)([CH3:2])([CH3:4])[CH3:3]. The yield is 0.0400.